From a dataset of Reaction yield outcomes from USPTO patents with 853,638 reactions. Predict the reaction yield, written as a fraction of the theoretical maximum amount of product (1.0 means a 100% yield; for example, 0.34 means a 34% yield). The reactants are Cl.[CH3:2][C:3]1[C:9]([O:10][CH3:11])=[CH:8][CH:7]=[CH:6][C:4]=1[NH2:5].C(O)(=O)CC(O)=O.[Cl:19][C:20]1[CH:29]=[C:28]([Cl:30])C2C(=C(Cl)C(OC)=CC=2)N=1. No catalyst specified. The product is [Cl:19][C:20]1[CH:29]=[C:28]([Cl:30])[C:6]2[C:4](=[C:3]([CH3:2])[C:9]([O:10][CH3:11])=[CH:8][CH:7]=2)[N:5]=1. The yield is 0.430.